Dataset: Reaction yield outcomes from USPTO patents with 853,638 reactions. Task: Predict the reaction yield, written as a fraction of the theoretical maximum amount of product (1.0 means a 100% yield; for example, 0.34 means a 34% yield). The reactants are [CH2:1]([N:8]1[C:16]2[C:11](=[CH:12][CH:13]=[CH:14][CH:15]=2)[C:10]([CH2:17][CH2:18][CH2:19][CH2:20][CH3:21])=[C:9]1[C:22]1[CH:31]=[CH:30][C:29]2[C:24](=[CH:25][CH:26]=[C:27]([O:32]C)[CH:28]=2)[CH:23]=1)[C:2]1[CH:7]=[CH:6][CH:5]=[CH:4][CH:3]=1.B(Br)(Br)Br. The catalyst is C(Cl)Cl.C(Cl)(Cl)Cl. The product is [CH2:1]([N:8]1[C:16]2[C:11](=[CH:12][CH:13]=[CH:14][CH:15]=2)[C:10]([CH2:17][CH2:18][CH2:19][CH2:20][CH3:21])=[C:9]1[C:22]1[CH:23]=[C:24]2[C:29](=[CH:30][CH:31]=1)[CH:28]=[C:27]([OH:32])[CH:26]=[CH:25]2)[C:2]1[CH:3]=[CH:4][CH:5]=[CH:6][CH:7]=1. The yield is 0.850.